From a dataset of Full USPTO retrosynthesis dataset with 1.9M reactions from patents (1976-2016). Predict the reactants needed to synthesize the given product. (1) Given the product [C:3]([OH:4])(=[O:2])[CH3:5].[CH3:1][O:2][C:3]([C@@H:5]1[CH2:10][CH2:9][C@@H:8]([NH2:11])[C@H:7]([OH:14])[CH2:6]1)=[O:4], predict the reactants needed to synthesize it. The reactants are: [CH3:1][O:2][C:3]([C@@H:5]1[CH2:10][CH2:9][C@@H:8]([N:11]=[N+]=[N-])[C@H:7]([OH:14])[CH2:6]1)=[O:4]. (2) Given the product [C:18]([NH:17][C:14]1[S:15][CH:16]=[C:12]([CH2:11][CH2:10][CH2:9][C:6]2[CH:7]=[CH:8][C:3](/[CH:1]=[CH:26]/[C:21]([O:23][CH2:24][CH3:25])=[O:22])=[CH:4][CH:5]=2)[N:13]=1)(=[O:20])[CH3:19], predict the reactants needed to synthesize it. The reactants are: [CH:1]([C:3]1[CH:8]=[CH:7][C:6]([CH2:9][CH2:10][CH2:11][C:12]2[N:13]=[C:14]([NH:17][C:18](=[O:20])[CH3:19])[S:15][CH:16]=2)=[CH:5][CH:4]=1)=O.[C:21]([CH:26]=P(C1C=CC=CC=1)(C1C=CC=CC=1)C1C=CC=CC=1)([O:23][CH2:24][CH3:25])=[O:22]. (3) Given the product [CH2:1]([C:8]1[N:9]=[C:10]([C@@H:13]2[CH2:17][CH2:16][C@H:15]([NH2:18])[CH2:14]2)[S:11][CH:12]=1)[C:2]1[CH:3]=[CH:4][CH:5]=[CH:6][CH:7]=1, predict the reactants needed to synthesize it. The reactants are: [CH2:1]([C:8]1[N:9]=[C:10]([C@@H:13]2[CH2:17][CH2:16][C@H:15]([NH:18]C(=O)OC(C)(C)C)[CH2:14]2)[S:11][CH:12]=1)[C:2]1[CH:7]=[CH:6][CH:5]=[CH:4][CH:3]=1.FC(F)(F)C(O)=O.